The task is: Predict the reaction yield, written as a fraction of the theoretical maximum amount of product (1.0 means a 100% yield; for example, 0.34 means a 34% yield).. This data is from Reaction yield outcomes from USPTO patents with 853,638 reactions. (1) The reactants are [Br:1][C:2]1[CH:12]=[C:11]2[C:5]([CH:6]3[CH2:20][CH:8]([N:9]=[C:10]2[NH:13][CH2:14][CH:15](OC)OC)[CH2:7]3)=[CH:4][CH:3]=1.Cl. The catalyst is O1CCCC1. The product is [Br:1][C:2]1[CH:12]=[C:11]2[C:5](=[CH:4][CH:3]=1)[CH:6]1[CH2:20][CH:8]([CH2:7]1)[N:9]1[C:10]2=[N:13][CH:14]=[CH:15]1. The yield is 0.550. (2) The reactants are [CH3:1][O:2][C:3](=[O:32])[C@H:4]([NH:21][C:22]([O:24][CH2:25][C:26]1[CH:31]=[CH:30][CH:29]=[CH:28][CH:27]=1)=[O:23])[CH2:5][C:6]1[C:7]([CH2:16][O:17]C(=O)C)=[C:8]2[C:12](=[C:13]([Cl:15])[CH:14]=1)[NH:11][N:10]=[CH:9]2.COC(=O)[C@H](NC(OCC1C=CC=CC=1)=O)CC1C=CC(NC(OC(C)(C)C)=O)=C(C)C=1CO. No catalyst specified. The product is [CH3:1][O:2][C:3](=[O:32])[C@H:4]([NH:21][C:22]([O:24][CH2:25][C:26]1[CH:27]=[CH:28][CH:29]=[CH:30][CH:31]=1)=[O:23])[CH2:5][C:6]1[C:7]([CH2:16][OH:17])=[C:8]2[C:12](=[C:13]([Cl:15])[CH:14]=1)[NH:11][N:10]=[CH:9]2. The yield is 0.950.